Dataset: Experimentally validated miRNA-target interactions with 360,000+ pairs, plus equal number of negative samples. Task: Binary Classification. Given a miRNA mature sequence and a target amino acid sequence, predict their likelihood of interaction. (1) The miRNA is hsa-miR-103a-3p with sequence AGCAGCAUUGUACAGGGCUAUGA. The protein sequence of the target gene is MALRPGAGSGGGGAAGAGAGSAGGGGFMFPVAGGIRPPQAGLMPMQQQGFPMVSVMQPNMQGIMGMNYSSQMSQGPIAMQAGIPMGPMPAAGMPYLGQAPFLGMRPPGPQYTPDMQKQFAEEQQKRFEQQQKLLEEERKRRQFEEQKQKLRLLSSVKPKTGEKSRDDALEAIKGNLDGFSRDAKMHPTPASHPKKPGPSLEEKFLVSCDISTSGQEQIKLNTSEVGHKALGPGSSKKYPSLMASNGVAVDGCVSGTTTAEAENTSDQNLSIEESGVGVFPSQDPAQPRMPPWIYNESLVP.... Result: 1 (interaction). (2) The miRNA is mmu-miR-7a-5p with sequence UGGAAGACUAGUGAUUUUGUUGU. The protein sequence of the target gene is MSCTIEKILTDAKTLLERLREHDAAAESLVDQSAALHRRVAAMREAGAVLPEQYQEDASDVKDMSKYKPHILLSQENTQIRDLQQENRELWVSLEEHQDALELIMSKYRKQMLQLMVAKKAVDAEPVLKAHQSHSAEIESQIDRICEMGAVMRRAVQVDDNQFCKVQERLAQLELENKELRELLSISSESLQVGKESSVAPASQTIK. Result: 1 (interaction). (3) The miRNA is hsa-miR-4263 with sequence AUUCUAAGUGCCUUGGCC. The protein sequence of the target gene is MESGQPARRIAMAPLLEYERQLVLELLDTDGLVVCARGLGADRLLYHFLQLHCHPACLVLVLNTQPAEEEYFINQLKIEGVEHLPRRVTNEITSNSRYEVYTQGGVIFATSRILVVDFLTDRIPSDLITGILVYRAHRIIESCQEAFILRLFRQKNKRGFIKAFTDNAVAFDTGFCHVERVMRNLFVRKLYLWPRFHVAVNSFLEQHKPEVVEIHVSMTPTMLAIQTAILDILNACLKELKCHNPSLEVEDLSLENAIGKPFDKTIRHYLDPLWHQLGAKTKSLVQDLKILRTLLQYLSQ.... Result: 1 (interaction). (4) The miRNA is hsa-miR-4668-3p with sequence GAAAAUCCUUUUUGUUUUUCCAG. The protein sequence of the target gene is MNRIRKFFRGSGRVLAFIFVASVIWLLFDMAALRLSFSEINTRVIKEDIVRRERIGFRVQPDQGKIFYSSIKEMKPPLRGHGKGAWGKENVRKTEESVLKVEVDLDQTQRERKMQNALGRGKVVPLWHPAHLQTLPVTPNKQKTDGRGTKPEASSHQGTPKQTTAQGAPKTSFIAAKGTQVVKISVHMGRVSLKQEPRKSHSPSSDTSKLAAERDLNVTISLSTDRPKQRSQAVANERAHPASTAVPKSGEAMALNKTKTQSKEVNANKHKANTSLPFPKFTVNSNRLRKQSINETPLGS.... Result: 1 (interaction). (5) The miRNA is hsa-miR-515-5p with sequence UUCUCCAAAAGAAAGCACUUUCUG. The protein sequence of the target gene is MSEADGLRQRRPLRPQVVTDDDGQAPEAKDGSSFSGRVFRVTFLMLAVSLTVPLLGAMMLLESPIDPQPLSFKEPPLLLGVLHPNTKLRQAERLFENQLVGPESIAHIGDVMFTGTADGRVVKLENGEIETIARFGSGPCKTRDDEPVCGRPLGIRAGPNGTLFVADAYKGLFEVNPWKREVKLLLSSETPIEGKNMSFVNDLTVTQDGRKIYFTDSSSKWQRRDYLLLVMEGTDDGRLLEYDTVTREVKVLLDQLRFPNGVQLSPAEDFVLVAETTMARIRRVYVSGLMKGGADLFVEN.... Result: 0 (no interaction). (6) The miRNA is hsa-miR-642a-3p with sequence AGACACAUUUGGAGAGGGAACC. The protein sequence of the target gene is MSVAGLKKQFYKASQLVSEKVGGAEGTKLDDDFKEMEKKVDVTSKAVTEVLARTIEYLQPNPASRAKLTMLNTVSKIRGQVKNPGYPQSEGLLGECMIRHGKELGGESNFGDALLDAGESMKRLAEVKDSLDIEVKQNFIDPLQNLCEKDLKEIQHHLKKLEGRRLDFDYKKKRQGKIPDEELRQALEKFEESKEVAETSMHNLLETDIEQVSQLSALVDAQLDYHRQAVQILDELAEKLKRRMREASSRPKREYKPKPREPFDLGEPEQSNGGFPCTTAPKIAASSSFRSSDKPIRTPS.... Result: 1 (interaction). (7) The miRNA is hsa-miR-4790-3p with sequence UGAAUGGUAAAGCGAUGUCACA. The protein sequence of the target gene is MVSSPCTQASSRTCSRILGLSLGTAALFAAGANVALLLPNWDVTYLLRGLLGRHAMLGTGLWGGGLMVLTAAILISLMGWRYGCFSKSGLCRSVLTALLSGGLALLGALICFVTSGVALKDGPFCMFDVSSFNQTQAWKYGYPFKDLHSRNYLYDRSLWNSVCLEPSAAVVWHVSLFSALLCISLLQLLLVVVHVINSLLGLFCSLCEK. Result: 0 (no interaction). (8) The miRNA is hsa-miR-145-3p with sequence GGAUUCCUGGAAAUACUGUUCU. The protein sequence of the target gene is MISTAPLYSGVHNWTSSDRIRMCGINEERRAPLSDEESTTGGCQHFGSQEFCVSSSFSKVELTAVGSGSNARGTNPDGNTTEKLGHRSEDQSDDPQPKMDYVGNPAEAEGLLVPLSSPGDGLKLPTPDSTEASHSRANCSWTPLSTQMSKQVDCSPAGVKALDSRHGVGEKNTFILATLGTGVPVEGTLPLVTTNFSQLPAPICPPAPGSASGTPSVPDPFQVPLSVPAPVPHSGLVPVQVATSASAPSPPLAPAAPSVPTLISDSNPLSVSASVLVPVPVSAPHSVPVPLSAPAPTPLT.... Result: 0 (no interaction). (9) The miRNA is hsa-miR-548bb-3p with sequence CAAAAACCAUAGUUACUUUUGC. The protein sequence of the target gene is MNNHVSSKPSTMKLKHTINPILLYFIHFLISLYTILTYIPFYFFSESRQEKSNRIKAKPVNSKPDSAYRSVNSLDGLASVLYPGCDTLDKVFTYAKNKFKNKRLLGTREVLNEEDEVQPNGKIFKKVILGQYNWLSYEDVFVRAFNFGNGLQMLGQKPKTNIAIFCETRAEWMIAAQACFMYNFQLVTLYATLGGPAIVHALNETEVTNIITSKELLQTKLKDIVSLVPRLRHIITVDGKPPTWSEFPKGIIVHTMAAVEALGAKASMENQPHSKPLPSDIAVIMYTSGSTGLPKGVMIS.... Result: 1 (interaction).